This data is from Forward reaction prediction with 1.9M reactions from USPTO patents (1976-2016). The task is: Predict the product of the given reaction. (1) Given the reactants Cl.[CH3:2][CH:3]([N:5]1[CH:9]([CH3:10])[CH2:8][C:7](=[O:11])[NH:6]1)[CH3:4].C(=O)([O-])[O-].[K+].[K+], predict the reaction product. The product is: [CH3:2][CH:3]([N:5]1[CH:9]([CH3:10])[CH2:8][C:7](=[O:11])[NH:6]1)[CH3:4]. (2) Given the reactants [CH:1]([CH:3]=P(C1C=CC=CC=1)(C1C=CC=CC=1)C1C=CC=CC=1)=[O:2].[N:23]1[CH:28]=[CH:27][CH:26]=[C:25]([CH:29]=O)[CH:24]=1, predict the reaction product. The product is: [N:23]1[CH:28]=[CH:27][CH:26]=[C:25]([CH2:29][CH2:3][CH:1]=[O:2])[CH:24]=1. (3) Given the reactants C(N(CC)C(C)C)(C)C.[O:10]1[C:18]2[CH:17]=[CH:16][N:15]=[CH:14][C:13]=2[C:12](=[O:19])[CH2:11]1.[F:20][C:21]([F:34])([F:33])[S:22](O[S:22]([C:21]([F:34])([F:33])[F:20])(=[O:24])=[O:23])(=[O:24])=[O:23], predict the reaction product. The product is: [F:20][C:21]([F:34])([F:33])[S:22]([O:19][C:12]1[C:13]2[CH:14]=[N:15][CH:16]=[CH:17][C:18]=2[O:10][CH:11]=1)(=[O:24])=[O:23].